From a dataset of Catalyst prediction with 721,799 reactions and 888 catalyst types from USPTO. Predict which catalyst facilitates the given reaction. Reactant: [CH:1]1[CH:2]=[CH:3][C:4]2[S:9][N:8]=[C:7]([N:10]3[CH2:15][CH2:14][N:13]([CH2:16][CH2:17][C:18]4[CH:19]=[C:20]5[CH2:28][C:26](=[O:27])[NH:25][C:21]5=[CH:22][C:23]=4[Cl:24])[CH2:12][CH2:11]3)[C:5]=2[CH:6]=1.[ClH:29].O1CCCC1.C(O)(=O)/C=C\C(O)=O. Product: [CH:1]1[CH:2]=[CH:3][C:4]2[S:9][N:8]=[C:7]([N:10]3[CH2:11][CH2:12][N:13]([CH2:16][CH2:17][C:18]4[CH:19]=[C:20]5[CH2:28][C:26](=[O:27])[NH:25][C:21]5=[CH:22][C:23]=4[Cl:24])[CH2:14][CH2:15]3)[C:5]=2[CH:6]=1.[ClH:29]. The catalyst class is: 80.